Dataset: NCI-60 drug combinations with 297,098 pairs across 59 cell lines. Task: Regression. Given two drug SMILES strings and cell line genomic features, predict the synergy score measuring deviation from expected non-interaction effect. (1) Drug 1: CCC1=C2CN3C(=CC4=C(C3=O)COC(=O)C4(CC)O)C2=NC5=C1C=C(C=C5)O. Drug 2: C1CN(CCN1C(=O)CCBr)C(=O)CCBr. Cell line: HL-60(TB). Synergy scores: CSS=70.3, Synergy_ZIP=2.58, Synergy_Bliss=2.67, Synergy_Loewe=-6.22, Synergy_HSA=-5.29. (2) Drug 2: CNC(=O)C1=NC=CC(=C1)OC2=CC=C(C=C2)NC(=O)NC3=CC(=C(C=C3)Cl)C(F)(F)F. Drug 1: C1=CC(=CC=C1CC(C(=O)O)N)N(CCCl)CCCl.Cl. Cell line: RPMI-8226. Synergy scores: CSS=32.7, Synergy_ZIP=-4.36, Synergy_Bliss=0.845, Synergy_Loewe=-14.7, Synergy_HSA=-1.72. (3) Drug 1: CC1C(C(=O)NC(C(=O)N2CCCC2C(=O)N(CC(=O)N(C(C(=O)O1)C(C)C)C)C)C(C)C)NC(=O)C3=C4C(=C(C=C3)C)OC5=C(C(=O)C(=C(C5=N4)C(=O)NC6C(OC(=O)C(N(C(=O)CN(C(=O)C7CCCN7C(=O)C(NC6=O)C(C)C)C)C)C(C)C)C)N)C. Drug 2: CC1C(C(CC(O1)OC2CC(OC(C2O)C)OC3=CC4=CC5=C(C(=O)C(C(C5)C(C(=O)C(C(C)O)O)OC)OC6CC(C(C(O6)C)O)OC7CC(C(C(O7)C)O)OC8CC(C(C(O8)C)O)(C)O)C(=C4C(=C3C)O)O)O)O. Cell line: SK-OV-3. Synergy scores: CSS=35.0, Synergy_ZIP=-2.45, Synergy_Bliss=-0.0571, Synergy_Loewe=-2.77, Synergy_HSA=0.575. (4) Drug 1: CCCCC(=O)OCC(=O)C1(CC(C2=C(C1)C(=C3C(=C2O)C(=O)C4=C(C3=O)C=CC=C4OC)O)OC5CC(C(C(O5)C)O)NC(=O)C(F)(F)F)O. Drug 2: CC(C)(C#N)C1=CC(=CC(=C1)CN2C=NC=N2)C(C)(C)C#N. Cell line: UO-31. Synergy scores: CSS=14.3, Synergy_ZIP=-11.5, Synergy_Bliss=-11.6, Synergy_Loewe=-13.5, Synergy_HSA=-12.9. (5) Cell line: KM12. Drug 1: C1=C(C(=O)NC(=O)N1)N(CCCl)CCCl. Drug 2: C1=NC2=C(N1)C(=S)N=C(N2)N. Synergy scores: CSS=41.2, Synergy_ZIP=-2.61, Synergy_Bliss=-2.63, Synergy_Loewe=-13.8, Synergy_HSA=0.757.